From a dataset of Forward reaction prediction with 1.9M reactions from USPTO patents (1976-2016). Predict the product of the given reaction. Given the reactants [C:1]([C:3]1[CH:8]=[CH:7][N:6]=[C:5]([N:9]2[CH2:14][CH2:13][N:12]([C:15]([O:17][CH2:18][C:19]([CH3:22])([CH3:21])[CH3:20])=[O:16])[CH2:11][CH2:10]2)[CH:4]=1)#[N:2].[N+:23]([CH2:26][CH3:27])([O-])=[O:24].C1(N=C=O)C=CC=CC=1, predict the reaction product. The product is: [CH3:27][C:26]1[N:2]=[C:1]([C:3]2[CH:8]=[CH:7][N:6]=[C:5]([N:9]3[CH2:10][CH2:11][N:12]([C:15]([O:17][CH2:18][C:19]([CH3:22])([CH3:21])[CH3:20])=[O:16])[CH2:13][CH2:14]3)[CH:4]=2)[O:24][N:23]=1.